Dataset: Full USPTO retrosynthesis dataset with 1.9M reactions from patents (1976-2016). Task: Predict the reactants needed to synthesize the given product. (1) The reactants are: [CH2:1]([O:3][C:4]([C:6]1[CH:14]=[C:13]2[C:9]([C:10]([C:24]([OH:26])=O)=[C:11]([CH:21]([CH3:23])[CH3:22])[N:12]2[CH2:15][C:16]2[O:17][CH:18]=[CH:19][N:20]=2)=[CH:8][CH:7]=1)=[O:5])[CH3:2].C(Cl)CCl.[F:31][C:32]1[CH:33]=[C:34]([CH:37]=[CH:38][C:39]=1[F:40])[CH2:35][NH2:36]. Given the product [F:31][C:32]1[CH:33]=[C:34]([CH:37]=[CH:38][C:39]=1[F:40])[CH2:35][NH:36][C:24]([C:10]1[C:9]2[C:13](=[CH:14][C:6]([C:4]([O:3][CH2:1][CH3:2])=[O:5])=[CH:7][CH:8]=2)[N:12]([CH2:15][C:16]2[O:17][CH:18]=[CH:19][N:20]=2)[C:11]=1[CH:21]([CH3:23])[CH3:22])=[O:26], predict the reactants needed to synthesize it. (2) The reactants are: [CH3:1][NH:2][CH2:3][C:4]1[CH:9]=[CH:8][C:7]([C:10]([N:12]2[CH2:18][C:17]3([CH3:20])[CH2:19][CH:13]2[CH2:14][C:15]([CH3:22])([CH3:21])[CH2:16]3)=[O:11])=[CH:6][CH:5]=1.[C:23]([N:26]1[CH2:31][CH2:30][CH2:29][CH:28]([C:32](Cl)=[O:33])[CH2:27]1)(=[O:25])[CH3:24]. Given the product [CH3:1][N:2]([CH2:3][C:4]1[CH:9]=[CH:8][C:7]([C:10]([N:12]2[CH2:18][C:17]3([CH3:20])[CH2:19][CH:13]2[CH2:14][C:15]([CH3:22])([CH3:21])[CH2:16]3)=[O:11])=[CH:6][CH:5]=1)[C:32]([CH:28]1[CH2:29][CH2:30][CH2:31][N:26]([C:23](=[O:25])[CH3:24])[CH2:27]1)=[O:33], predict the reactants needed to synthesize it. (3) Given the product [C:10]([C@@H:9]1[N:5]([C:3](=[O:4])[CH2:2][NH:14][C:15]2([CH2:20][OH:21])[CH2:19][CH2:18][CH2:17][CH2:16]2)[C@H:6]([C:12]#[N:13])[CH2:7][CH2:8]1)#[CH:11], predict the reactants needed to synthesize it. The reactants are: Cl[CH2:2][C:3]([N:5]1[C@@H:9]([C:10]#[CH:11])[CH2:8][CH2:7][C@H:6]1[C:12]#[N:13])=[O:4].[NH2:14][C:15]1([CH2:20][OH:21])[CH2:19][CH2:18][CH2:17][CH2:16]1.